From a dataset of Forward reaction prediction with 1.9M reactions from USPTO patents (1976-2016). Predict the product of the given reaction. Given the reactants C1C=CC(P(C2C=CC=CC=2)C2C=CC=CC=2)=CC=1.[CH3:32][CH:31]([O:30][C:28](/N=N/[C:28]([O:30][CH:31]([CH3:33])[CH3:32])=[O:29])=[O:29])[CH3:33].FC(F)(F)C(NCCS[C@H]1C[CH2:58][C@@:57]2([CH3:60])[CH:44](/[C:45](=N/O)/[CH2:46][C@@H:47]3[C@@H:56]2[CH2:55][CH2:54][C@@:52]2([CH3:53])[C@H:48]3[CH2:49][CH2:50][C:51]2=[O:61])C1)=O.C(O)=[O:67], predict the reaction product. The product is: [CH:28]([O:30][C@@H:31]1[CH2:32][CH2:60][C@@:57]2([CH3:58])[CH:44]([C@@H:45]([OH:67])[CH2:46][C@@H:47]3[C@@H:56]2[CH2:55][CH2:54][C@@:52]2([CH3:53])[C@H:48]3[CH2:49][CH2:50][C@@H:51]2[OH:61])[CH2:33]1)=[O:29].